From a dataset of Reaction yield outcomes from USPTO patents with 853,638 reactions. Predict the reaction yield, written as a fraction of the theoretical maximum amount of product (1.0 means a 100% yield; for example, 0.34 means a 34% yield). (1) The reactants are Cl.[NH2:2][C:3]([CH2:8][S:9][CH3:10])([CH2:6][OH:7])[CH2:4][OH:5].[CH2:11]([O:18][CH2:19][N:20]1[C:28]2[C:27]([Cl:29])=[N:26][CH:25]=[N:24][C:23]=2[C:22]([CH:30]=O)=[CH:21]1)[C:12]1[CH:17]=[CH:16][CH:15]=[CH:14][CH:13]=1.C([BH3-])#N.[Na+]. The catalyst is CO. The product is [CH2:11]([O:18][CH2:19][N:20]1[C:28]2[C:27]([Cl:29])=[N:26][CH:25]=[N:24][C:23]=2[C:22]([CH2:30][NH:2][C:3]([CH2:8][S:9][CH3:10])([CH2:6][OH:7])[CH2:4][OH:5])=[CH:21]1)[C:12]1[CH:17]=[CH:16][CH:15]=[CH:14][CH:13]=1. The yield is 0.640. (2) The reactants are [NH2:1][C:2]1[C:7]([CH2:8][CH2:9][CH:10]2[CH2:15][CH2:14][N:13]([C:16](=[O:27])[C@@H:17]([NH:19]C(=O)OC(C)(C)C)[CH3:18])[CH2:12][CH2:11]2)=[C:6]([Cl:28])[N:5]=[C:4]([CH3:29])[N:3]=1.C(O)(C(F)(F)F)=O.CO.O. The catalyst is C(Cl)Cl. The product is [NH2:19][C@@H:17]([CH3:18])[C:16]([N:13]1[CH2:14][CH2:15][CH:10]([CH2:9][CH2:8][C:7]2[C:2]([NH2:1])=[N:3][C:4]([CH3:29])=[N:5][C:6]=2[Cl:28])[CH2:11][CH2:12]1)=[O:27]. The yield is 0.840. (3) The reactants are [OH:1][CH2:2][C:3]([CH3:22])([CH3:21])[CH2:4][CH2:5][CH2:6][C:7](=[O:20])[CH2:8][CH2:9][CH2:10][CH2:11][C:12]([CH3:19])([CH3:18])[C:13]([O:15][CH2:16][CH3:17])=[O:14].[Cr](O[Cr]([O-])(=O)=O)([O-])(=O)=[O:24].[NH+]1C=CC=CC=1.[NH+]1C=CC=CC=1. The catalyst is CN(C=O)C.OS(O)(=O)=O.O. The product is [CH2:16]([O:15][C:13](=[O:14])[C:12]([CH3:19])([CH3:18])[CH2:11][CH2:10][CH2:9][CH2:8][C:7](=[O:20])[CH2:6][CH2:5][CH2:4][C:3]([CH3:21])([CH3:22])[C:2]([OH:24])=[O:1])[CH3:17]. The yield is 0.790. (4) The reactants are [O:1]=[C:2]1[C:11]2[CH:12]=[CH:13][C:14]([NH:16][CH2:17][C:18]3[CH:19]=[C:20]([CH:23]=[CH:24][CH:25]=3)[C:21]#[N:22])=[CH:15][C:10]=2[C:9]2[C:4](=[N:5][CH:6]=[CH:7][CH:8]=2)[NH:3]1.[OH-:26].[Na+]. The product is [O:1]=[C:2]1[C:11]2[CH:12]=[CH:13][C:14]([NH:16][CH2:17][C:18]3[CH:19]=[C:20]([CH:23]=[CH:24][CH:25]=3)[C:21]([NH2:22])=[O:26])=[CH:15][C:10]=2[C:9]2[C:4](=[N:5][CH:6]=[CH:7][CH:8]=2)[NH:3]1. The yield is 0.470. The catalyst is CN(C)C(=O)C. (5) The yield is 0.480. The product is [CH3:9][CH2:10][O:11][CH2:6][CH3:7].[CH3:10][OH:11].[OH-:11].[NH4+:3]. The catalyst is CN(C=O)C. The reactants are C([N:3]([CH2:6][CH3:7])CC)C.Br[CH2:9][C:10](N)=[O:11]. (6) The reactants are [CH2:1]([C:3]1([CH2:13][CH3:14])[C:11]2[C:6](=[CH:7][CH:8]=[CH:9][CH:10]=2)[NH:5][C:4]1=[O:12])[CH3:2].[N+:15]([O-])([OH:17])=[O:16]. The catalyst is S(=O)(=O)(O)O. The product is [CH2:13]([C:3]1([CH2:1][CH3:2])[C:11]2[C:6](=[CH:7][CH:8]=[C:9]([N+:15]([O-:17])=[O:16])[CH:10]=2)[NH:5][C:4]1=[O:12])[CH3:14]. The yield is 0.940. (7) The reactants are Br[C:2]1[CH:3]=[C:4]([C:16]([NH:18][CH2:19][C:20]2[C:21](=[O:28])[NH:22][C:23]([CH3:27])=[CH:24][C:25]=2[CH3:26])=[O:17])[C:5]2[CH:6]=[N:7][N:8]([CH:11]3[CH2:15][CH2:14][CH2:13][CH2:12]3)[C:9]=2[CH:10]=1.CC1(C)C(C)(C)OB([C:37]2[CH:38]=[CH:39][C:40]([CH:43]=[O:44])=[N:41][CH:42]=2)O1.C([O-])([O-])=O.[Na+].[Na+]. The catalyst is O1CCOCC1.C1C=CC([P]([Pd]([P](C2C=CC=CC=2)(C2C=CC=CC=2)C2C=CC=CC=2)([P](C2C=CC=CC=2)(C2C=CC=CC=2)C2C=CC=CC=2)[P](C2C=CC=CC=2)(C2C=CC=CC=2)C2C=CC=CC=2)(C2C=CC=CC=2)C2C=CC=CC=2)=CC=1. The product is [CH:11]1([N:8]2[C:9]3[CH:10]=[C:2]([C:37]4[CH:42]=[N:41][C:40]([CH:43]=[O:44])=[CH:39][CH:38]=4)[CH:3]=[C:4]([C:16]([NH:18][CH2:19][C:20]4[C:21](=[O:28])[NH:22][C:23]([CH3:27])=[CH:24][C:25]=4[CH3:26])=[O:17])[C:5]=3[CH:6]=[N:7]2)[CH2:15][CH2:14][CH2:13][CH2:12]1. The yield is 0.943. (8) The reactants are [Br:1][C:2]1[CH:3]=[N:4][C:5](Cl)=[N:6][CH:7]=1.[F:9][C:10]([F:17])([F:16])[C:11]1[CH:12]=[N:13][NH:14][CH:15]=1.C(=O)([O-])[O-].[K+].[K+].CN(C)C=O. The catalyst is O.C(OCC)(=O)C. The product is [Br:1][C:2]1[CH:3]=[N:4][C:5]([N:13]2[CH:12]=[C:11]([C:10]([F:17])([F:16])[F:9])[CH:15]=[N:14]2)=[N:6][CH:7]=1. The yield is 0.990. (9) The reactants are [CH:1]1([C@@H:4]([NH:6][C:7]2[N:12]=[C:11]([C:13]3[CH:14]=[C:15]([CH:18]=O)[S:16][CH:17]=3)[CH:10]=[N:9][CH:8]=2)[CH3:5])[CH2:3][CH2:2]1.[S:20]1[CH2:24][C:23](=[O:25])[NH:22][C:21]1=[O:26].N1CCCCC1. The catalyst is CCO. The product is [CH:1]1([C@@H:4]([NH:6][C:7]2[N:12]=[C:11]([C:13]3[CH:14]=[C:15](/[CH:18]=[C:24]4/[C:23](=[O:25])[NH:22][C:21](=[O:26])[S:20]/4)[S:16][CH:17]=3)[CH:10]=[N:9][CH:8]=2)[CH3:5])[CH2:2][CH2:3]1. The yield is 0.510.